This data is from Catalyst prediction with 721,799 reactions and 888 catalyst types from USPTO. The task is: Predict which catalyst facilitates the given reaction. (1) Reactant: CCCC[N+](CCCC)(CCCC)CCCC.[F-].[CH2:19]([O:22][C@@H:23]1[C@@H:31]([CH:32]=[O:33])[O:30][C@H:29]2[C@H:25]([N:26]=[C:27]([N:34]([CH3:42])[C:35](=[O:41])[O:36][C:37]([CH3:40])([CH3:39])[CH3:38])[S:28]2)[C@H:24]1[O:43][CH2:44][CH:45]=[CH2:46])[CH:20]=[CH2:21].[Si]([C:51]([F:54])([F:53])[F:52])(C)(C)C. Product: [CH2:19]([O:22][C@@H:23]1[C@@H:31]([C@@H:32]([OH:33])[C:51]([F:54])([F:53])[F:52])[O:30][C@H:29]2[C@H:25]([N:26]=[C:27]([N:34]([CH3:42])[C:35](=[O:41])[O:36][C:37]([CH3:38])([CH3:39])[CH3:40])[S:28]2)[C@H:24]1[O:43][CH2:44][CH:45]=[CH2:46])[CH:20]=[CH2:21]. The catalyst class is: 1. (2) Reactant: [CH2:1]([N:8]1[CH2:13][CH2:12][C:11](=[O:14])[CH2:10][CH2:9]1)[C:2]1[CH:7]=[CH:6][CH:5]=[CH:4][CH:3]=1.[Si](OS(C(F)(F)F)(=O)=O)(C)(C)C.[Cl:27][C:28]1[CH:42]=[CH:41][C:31]([CH:32](O)[C:33]2[CH:38]=[CH:37][C:36]([Cl:39])=[CH:35][CH:34]=2)=[CH:30][CH:29]=1.C(=O)(O)[O-].[Na+]. Product: [CH2:1]([N:8]1[CH2:13][CH2:12][C:11](=[O:14])[CH:10]([CH:32]([C:31]2[CH:41]=[CH:42][C:28]([Cl:27])=[CH:29][CH:30]=2)[C:33]2[CH:34]=[CH:35][C:36]([Cl:39])=[CH:37][CH:38]=2)[CH2:9]1)[C:2]1[CH:3]=[CH:4][CH:5]=[CH:6][CH:7]=1. The catalyst class is: 46. (3) Product: [OH:8][CH2:9][CH2:10][CH2:11][CH:12]([C:19]1[CH:20]=[CH:21][C:22]([NH:25][C:26](=[O:45])[CH2:27][C:28]2[CH:44]=[CH:43][C:31]3[N:32]=[C:33]([NH:35][C:36]4[CH:41]=[CH:40][CH:39]=[CH:38][C:37]=4[CH3:42])[O:34][C:30]=3[CH:29]=2)=[CH:23][CH:24]=1)[CH2:13][C:14]([O:16][CH2:17][CH3:18])=[O:15]. Reactant: C([O:8][CH2:9][CH2:10][CH:11]=[C:12]([C:19]1[CH:24]=[CH:23][C:22]([NH:25][C:26](=[O:45])[CH2:27][C:28]2[CH:44]=[CH:43][C:31]3[N:32]=[C:33]([NH:35][C:36]4[CH:41]=[CH:40][CH:39]=[CH:38][C:37]=4[CH3:42])[O:34][C:30]=3[CH:29]=2)=[CH:21][CH:20]=1)[CH2:13][C:14]([O:16][CH2:17][CH3:18])=[O:15])C1C=CC=CC=1.[H][H]. The catalyst class is: 63. (4) Reactant: CNC(NCCC[C@H](N)C(O)=O)=NC.C1(C)C=CC=CC=1.C(O[C:30]([N:32]1[CH2:36][CH2:35][CH2:34][C@@H:33]1[C:37]([C:39]1[C:47]2[C:42](=[CH:43][CH:44]=[C:45]([Br:48])[CH:46]=2)[NH:41][CH:40]=1)=O)=O)C1C=CC=CC=1.[OH-].[Na+]. Product: [Br:48][C:45]1[CH:46]=[C:47]2[C:42](=[CH:43][CH:44]=1)[NH:41][CH:40]=[C:39]2[CH2:37][C@H:33]1[CH2:34][CH2:35][CH2:36][N:32]1[CH3:30]. The catalyst class is: 504. (5) Product: [C:1]([O:5][C:6](=[O:13])[NH:7][CH:8]1[CH2:9][C:10]2([O:22][CH2:12]2)[CH2:11]1)([CH3:4])([CH3:3])[CH3:2]. The catalyst class is: 4. Reactant: [C:1]([O:5][C:6](=[O:13])[NH:7][CH:8]1[CH2:11][C:10](=[CH2:12])[CH2:9]1)([CH3:4])([CH3:3])[CH3:2].ClC1C=CC=C(C(OO)=[O:22])C=1. (6) Product: [NH2:11][C:12]1([PH:20]([NH:22][C:23](=[O:27])[CH2:24][CH2:25][CH3:26])=[O:21])[CH2:17][CH2:16][CH2:15][N:14]([NH2:18])[C:13]1=[O:19]. Reactant: C(OC([NH:11][C:12]1([PH:20]([NH:22][C:23](=[O:27])[CH2:24][CH2:25][CH3:26])=[O:21])[CH2:17][CH2:16][CH2:15][N:14]([NH2:18])[C:13]1=[O:19])=O)C1C=CC=CC=1. The catalyst class is: 29. (7) Reactant: [BH4-].[Na+].C([O:5][C:6](=O)[C:7]([C:10]1[CH:18]=[CH:17][CH:16]=[C:15]2[C:11]=1[CH2:12][CH2:13][C@@H:14]2[O:19][Si:20]([C:23]([CH3:26])([CH3:25])[CH3:24])([CH3:22])[CH3:21])([F:9])[F:8])C. Product: [C:23]([Si:20]([CH3:22])([CH3:21])[O:19][C@@H:14]1[C:15]2[C:11](=[C:10]([C:7]([F:9])([F:8])[CH2:6][OH:5])[CH:18]=[CH:17][CH:16]=2)[CH2:12][CH2:13]1)([CH3:26])([CH3:25])[CH3:24]. The catalyst class is: 430.